Dataset: Peptide-MHC class I binding affinity with 185,985 pairs from IEDB/IMGT. Task: Regression. Given a peptide amino acid sequence and an MHC pseudo amino acid sequence, predict their binding affinity value. This is MHC class I binding data. (1) The peptide sequence is KLADYLLLQ. The MHC is HLA-A03:01 with pseudo-sequence HLA-A03:01. The binding affinity (normalized) is 0.0847. (2) The peptide sequence is NQMLNCVGDH. The MHC is Mamu-B8301 with pseudo-sequence Mamu-B8301. The binding affinity (normalized) is 0. (3) The binding affinity (normalized) is 1.00. The MHC is Mamu-A02 with pseudo-sequence Mamu-A02. The peptide sequence is GSEMLKSLY. (4) The peptide sequence is YTIEGIAFM. The MHC is HLA-B45:06 with pseudo-sequence HLA-B45:06. The binding affinity (normalized) is 0.213. (5) The peptide sequence is TISSESLVY. The MHC is HLA-A03:01 with pseudo-sequence HLA-A03:01. The binding affinity (normalized) is 0.561. (6) The peptide sequence is FRYNGLIHR. The MHC is HLA-A02:03 with pseudo-sequence HLA-A02:03. The binding affinity (normalized) is 0.458. (7) The peptide sequence is MIYDLNAVT. The MHC is HLA-A68:02 with pseudo-sequence HLA-A68:02. The binding affinity (normalized) is 0.233. (8) The peptide sequence is MLREGNQAF. The MHC is HLA-A02:06 with pseudo-sequence HLA-A02:06. The binding affinity (normalized) is 0.592. (9) The peptide sequence is GSYFSGFYK. The MHC is HLA-A03:01 with pseudo-sequence HLA-A03:01. The binding affinity (normalized) is 0.757.